This data is from Forward reaction prediction with 1.9M reactions from USPTO patents (1976-2016). The task is: Predict the product of the given reaction. (1) Given the reactants [C:1](/[N:3]=[C:4](\SC)/[NH:5][C:6]1[CH:11]=[C:10]([Cl:12])[CH:9]=[C:8]([Cl:13])[CH:7]=1)#[N:2].C[Si](C)(C)[NH:18][O:19][Si](C)(C)C, predict the reaction product. The product is: [Cl:12][C:10]1[CH:11]=[C:6]([NH:5][C:4]2[O:19][N:18]=[C:1]([NH2:2])[N:3]=2)[CH:7]=[C:8]([Cl:13])[CH:9]=1. (2) Given the reactants [OH:1][C:2]1[C:10]2[C:5](=[CH:6][C:7]([C:11]([O:13][CH3:14])=[O:12])=[CH:8][CH:9]=2)[N:4]([C:15]([O:17][CH2:18][CH3:19])=[O:16])[N:3]=1.[C:20](=O)([O-])[O-].[Cs+].[Cs+].CI, predict the reaction product. The product is: [CH3:20][O:1][C:2]1[C:10]2[C:5](=[CH:6][C:7]([C:11]([O:13][CH3:14])=[O:12])=[CH:8][CH:9]=2)[N:4]([C:15]([O:17][CH2:18][CH3:19])=[O:16])[N:3]=1. (3) Given the reactants [Br:1][C:2]1[CH:8]=[CH:7][C:5]([NH2:6])=[CH:4][CH:3]=1.[N:9]1([CH:14]([CH3:18])[C:15](O)=[O:16])[CH2:13][CH2:12][CH2:11][CH2:10]1.C(N(C(C)C)CC)(C)C.CN(C(ON1N=NC2C=CC=CC1=2)=[N+](C)C)C.F[P-](F)(F)(F)(F)F, predict the reaction product. The product is: [Br:1][C:2]1[CH:8]=[CH:7][C:5]([NH:6][C:15](=[O:16])[CH:14]([N:9]2[CH2:13][CH2:12][CH2:11][CH2:10]2)[CH3:18])=[CH:4][CH:3]=1. (4) Given the reactants [NH2:1][C:2]1[CH:27]=[CH:26][CH:25]=[CH:24][C:3]=1[O:4][CH2:5][CH:6]([OH:23])[CH2:7][N:8]1[CH2:13][CH2:12][CH:11]([O:14][C:15]2[CH:20]=[CH:19][C:18]([Cl:21])=[C:17]([Cl:22])[CH:16]=2)[CH2:10][CH2:9]1.[CH3:28][CH:29]1[CH2:35][C:34](=[O:36])[O:33][C:31](=[O:32])[CH2:30]1.[Li+].[OH-].C1COCC1.O, predict the reaction product. The product is: [Cl:22][C:17]1[CH:16]=[C:15]([CH:20]=[CH:19][C:18]=1[Cl:21])[O:14][CH:11]1[CH2:10][CH2:9][N:8]([CH2:7][CH:6]([OH:23])[CH2:5][O:4][C:3]2[CH:24]=[CH:25][CH:26]=[CH:27][C:2]=2[NH:1][C:34]([CH2:35][CH:29]([CH3:28])[CH2:30][C:31]([OH:33])=[O:32])=[O:36])[CH2:13][CH2:12]1. (5) Given the reactants [C:1]([CH2:3][NH:4][C:5]([C@@H:7]1[CH2:12][CH2:11][CH2:10][CH2:9][C@H:8]1[CH2:13]O)=[O:6])#[N:2].C1(P(C2C=CC=CC=2)C2C=CC=CC=2)C=CC=CC=1.[Br:34]N1C(=O)CCC1=O, predict the reaction product. The product is: [Br:34][CH2:13][C@@H:8]1[CH2:9][CH2:10][CH2:11][CH2:12][C@H:7]1[C:5]([NH:4][CH2:3][C:1]#[N:2])=[O:6]. (6) The product is: [CH3:1][O:2][C:3]1[C:12]([NH:13][C:14]([N:33]2[CH2:34][CH2:35][N:30]([CH:29]([C:23]3[CH:28]=[CH:27][CH:26]=[CH:25][CH:24]=3)[C:36]3[CH:41]=[CH:40][CH:39]=[CH:38][CH:37]=3)[CH2:31][CH2:32]2)=[O:16])=[N:11][C:10]2[C:5](=[CH:6][CH:7]=[CH:8][CH:9]=2)[N:4]=1. Given the reactants [CH3:1][O:2][C:3]1[C:12]([N:13](C2C=CC=CC=2)[C:14](=[O:16])[O-])=[N:11][C:10]2[C:5](=[CH:6][CH:7]=[CH:8][CH:9]=2)[N:4]=1.[C:23]1([CH:29]([C:36]2[CH:41]=[CH:40][CH:39]=[CH:38][CH:37]=2)[N:30]2[CH2:35][CH2:34][NH:33][CH2:32][CH2:31]2)[CH:28]=[CH:27][CH:26]=[CH:25][CH:24]=1.C1CCN2C(=NCCC2)CC1, predict the reaction product.